Predict the product of the given reaction. From a dataset of Forward reaction prediction with 1.9M reactions from USPTO patents (1976-2016). (1) Given the reactants [CH3:1][CH:2]([O:4][C:5]1[CH:10]=[CH:9][C:8]([C:11]2[C:12]([NH2:17])=[N:13][CH:14]=[CH:15][CH:16]=2)=[CH:7][CH:6]=1)[CH3:3].[H-].[Na+].Cl[CH2:21][CH2:22][S:23](Cl)(=[O:25])=[O:24].O, predict the reaction product. The product is: [CH3:3][CH:2]([O:4][C:5]1[CH:6]=[CH:7][C:8]([C:11]2[C:12]3=[N:17][S:23](=[O:25])(=[O:24])[CH2:22][CH2:21][N:13]3[CH:14]=[CH:15][CH:16]=2)=[CH:9][CH:10]=1)[CH3:1]. (2) Given the reactants Cl.[NH:2]1[C:10]2[C:5](=[CH:6][CH:7]=[CH:8][CH:9]=2)[C:4]([CH2:11][CH2:12][NH:13][CH:14]2[C:22]3[C:17](=[CH:18][C:19]([C:23]([O:25][CH2:26][CH3:27])=[O:24])=[CH:20][CH:21]=3)[CH2:16][CH2:15]2)=[CH:3]1.[CH3:28][S:29](Cl)(=[O:31])=[O:30].CCN(CC)CC, predict the reaction product. The product is: [NH:2]1[C:10]2[C:5](=[CH:6][CH:7]=[CH:8][CH:9]=2)[C:4]([CH2:11][CH2:12][N:13]([S:29]([CH3:28])(=[O:31])=[O:30])[CH:14]2[C:22]3[C:17](=[CH:18][C:19]([C:23]([O:25][CH2:26][CH3:27])=[O:24])=[CH:20][CH:21]=3)[CH2:16][CH2:15]2)=[CH:3]1. (3) Given the reactants [CH2:1]([O:8][C:9]1[CH:43]=[CH:42][C:12]([O:13][CH2:14][C@@H:15]([OH:41])[CH2:16][N:17]([CH2:25][CH2:26][C:27]2[CH:32]=[CH:31][C:30]([NH:33][CH:34]3[S:38][C:37](=[O:39])[NH:36][C:35]3=[O:40])=[CH:29][CH:28]=2)C(=O)OC(C)(C)C)=[CH:11][CH:10]=1)[C:2]1[CH:7]=[CH:6][CH:5]=[CH:4][CH:3]=1.FC(F)(F)C(O)=O, predict the reaction product. The product is: [CH2:1]([O:8][C:9]1[CH:10]=[CH:11][C:12]([O:13][CH2:14][C@@H:15]([OH:41])[CH2:16][NH:17][CH2:25][CH2:26][C:27]2[CH:28]=[CH:29][C:30]([NH:33][CH:34]3[S:38][C:37](=[O:39])[NH:36][C:35]3=[O:40])=[CH:31][CH:32]=2)=[CH:42][CH:43]=1)[C:2]1[CH:3]=[CH:4][CH:5]=[CH:6][CH:7]=1. (4) Given the reactants C[O:2][C:3](=[O:32])[CH2:4][N:5]1[C:13]2[C:8](=[CH:9][C:10]([F:14])=[CH:11][CH:12]=2)[C:7]([CH2:15][C:16]2[N:17]=[CH:18][N:19]([CH3:30])[C:20]=2[S:21]([C:24]2[CH:29]=[CH:28][CH:27]=[CH:26][CH:25]=2)(=[O:23])=[O:22])=[C:6]1[CH3:31].CO.[OH-].[Na+], predict the reaction product. The product is: [C:24]1([S:21]([C:20]2[N:19]([CH3:30])[CH:18]=[N:17][C:16]=2[CH2:15][C:7]2[C:8]3[C:13](=[CH:12][CH:11]=[C:10]([F:14])[CH:9]=3)[N:5]([CH2:4][C:3]([OH:32])=[O:2])[C:6]=2[CH3:31])(=[O:23])=[O:22])[CH:29]=[CH:28][CH:27]=[CH:26][CH:25]=1. (5) Given the reactants [Br-].[F:2][C:3]1[CH:8]=[CH:7][C:6]([C:9](=[O:22])[CH2:10][N+:11]2[C:20]3[C:15](=[CH:16][CH:17]=[C:18]([CH3:21])[CH:19]=3)[CH:14]=[CH:13][CH:12]=2)=[CH:5][CH:4]=1.BrCC(C1C=CC(F)=CC=1)=O.CC1C=C2C([CH:39]=[CH:40][CH:41]=[N:42]2)=CC=1, predict the reaction product. The product is: [C:41]([C:40]1[CH:39]=[C:10]([C:9](=[O:22])[C:6]2[CH:5]=[CH:4][C:3]([F:2])=[CH:8][CH:7]=2)[N:11]2[C:20]3[C:15](=[CH:16][CH:17]=[C:18]([CH3:21])[CH:19]=3)[CH:14]=[CH:13][C:12]=12)#[N:42]. (6) The product is: [CH3:18][C:19]1[S:13][C:9]([C:10]2[CH:3]=[CH:4][N:5]=[N:6][CH:12]=2)=[N:15][C:20]=1[OH:23]. Given the reactants C([C:3]1C=C[N:6]=[N:5][CH:4]=1)#N.[C:9](O)(=[S:13])[CH:10]([CH3:12])O.[N:15]1[CH:20]=[CH:19][CH:18]=CC=1.CC[OH:23], predict the reaction product. (7) Given the reactants [Cl:1][C:2]1[N:7]=[C:6]2[NH:8][N:9]=[CH:10][C:5]2=[C:4]([N:11]2[CH2:16][CH2:15][O:14][CH2:13][CH2:12]2)[N:3]=1.[H-].[Na+].[CH2:19](I)[CH3:20], predict the reaction product. The product is: [Cl:1][C:2]1[N:7]=[C:6]2[N:8]([CH2:19][CH3:20])[N:9]=[CH:10][C:5]2=[C:4]([N:11]2[CH2:12][CH2:13][O:14][CH2:15][CH2:16]2)[N:3]=1. (8) Given the reactants [NH:1]1[CH2:6][CH2:5][CH2:4][CH:3]([CH2:7][OH:8])[CH2:2]1.C(N(CC)CC)C.[C:16]([Si:20]([CH3:23])([CH3:22])Cl)([CH3:19])([CH3:18])[CH3:17], predict the reaction product. The product is: [C:16]([Si:20]([CH3:23])([CH3:22])[O:8][CH2:7][CH:3]1[CH2:4][CH2:5][CH2:6][NH:1][CH2:2]1)([CH3:19])([CH3:18])[CH3:17]. (9) Given the reactants [CH3:1][C:2]([CH3:5])([O-:4])[CH3:3].[K+].[CH2:7]([N:11]1[N:12]([CH3:34])[C:13]([C:30]([CH3:33])([CH3:32])[CH3:31])=[CH:14]/[C:15]/1=[N:16]\[C:17](=[O:29])[C:18]1[CH:23]=[C:22]([C:24]([F:27])([F:26])[F:25])[CH:21]=[CH:20][C:19]=1F)[CH2:8][CH2:9][CH3:10].CC[O:37]C(C)=O.CO, predict the reaction product. The product is: [CH2:7]([N:11]1[N:12]([CH3:34])[C:13]([C:30]([CH3:33])([CH3:32])[CH3:31])=[CH:14]/[C:15]/1=[N:16]\[C:17](=[O:29])[C:18]1[CH:23]=[C:22]([C:24]([F:27])([F:26])[F:25])[CH:21]=[CH:20][C:19]=1[O:37][CH2:1][C:2]([OH:4])([CH3:5])[CH3:3])[CH2:8][CH2:9][CH3:10]. (10) Given the reactants [Cl:1][C:2]1[CH:3]=[C:4]([CH:7]=[CH:8][C:9]=1[S:10][CH3:11])[CH:5]=O.[NH:12]1[CH2:17][CH2:16][O:15][CH2:14][CH2:13]1.O.C1(C)C=CC(S(O)(=O)=O)=CC=1.[C-:30]#[N:31].[K+], predict the reaction product. The product is: [Cl:1][C:2]1[CH:3]=[C:4]([CH:5]([N:12]2[CH2:17][CH2:16][O:15][CH2:14][CH2:13]2)[C:30]#[N:31])[CH:7]=[CH:8][C:9]=1[S:10][CH3:11].